From a dataset of Forward reaction prediction with 1.9M reactions from USPTO patents (1976-2016). Predict the product of the given reaction. Given the reactants C[C:2]([CH3:31])([CH3:30])[C@H:3]([NH:8][C:9]([N:11]1[C:19]2[CH2:18][CH2:17][N:16]([CH3:20])[CH2:15][C:14]=2[C:13]([C:21]2[CH:26]=[C:25]([F:27])[C:24]([F:28])=[CH:23][C:22]=2[F:29])=[N:12]1)=[O:10])[C:4](NC)=[O:5].N[C@H:33]([C:36]1C=CC=CC=1)[CH2:34]O, predict the reaction product. The product is: [OH:5][CH2:4][C@H:3]([NH:8][C:9]([N:11]1[C:19]2[CH2:18][CH2:17][N:16]([CH3:20])[CH2:15][C:14]=2[C:13]([C:21]2[CH:26]=[C:25]([F:27])[C:24]([F:28])=[CH:23][C:22]=2[F:29])=[N:12]1)=[O:10])[C:2]1[CH:30]=[CH:36][CH:33]=[CH:34][CH:31]=1.